This data is from Full USPTO retrosynthesis dataset with 1.9M reactions from patents (1976-2016). The task is: Predict the reactants needed to synthesize the given product. (1) Given the product [CH:1]1([CH:7]([C:18]2[CH:22]=[C:21]([C:23]3[CH:24]=[N:25][CH:26]=[CH:27][CH:28]=3)[O:20][C:19]=2[CH3:29])[O:8][C:9]2[CH:10]=[CH:11][C:12]([C:13]([N:31]([CH3:30])[CH2:32][CH2:33][C:34]([OH:36])=[O:35])=[O:15])=[CH:16][CH:17]=2)[CH2:6][CH2:5][CH2:4][CH2:3][CH2:2]1, predict the reactants needed to synthesize it. The reactants are: [CH:1]1([CH:7]([C:18]2[CH:22]=[C:21]([C:23]3[CH:24]=[N:25][CH:26]=[CH:27][CH:28]=3)[O:20][C:19]=2[CH3:29])[O:8][C:9]2[CH:17]=[CH:16][C:12]([C:13]([OH:15])=O)=[CH:11][CH:10]=2)[CH2:6][CH2:5][CH2:4][CH2:3][CH2:2]1.[CH3:30][NH:31][CH2:32][CH2:33][C:34]([O:36]CC)=[O:35].Cl.C(N=C=NCCCN(C)C)C.O.OC1C2N=NNC=2C=CC=1. (2) Given the product [Br:1][C:2]1[CH:3]=[CH:4][C:5]([N:10]2[CH2:15][CH2:14][CH2:13][CH2:12][CH:11]2[CH3:16])=[C:6]([CH2:7][OH:8])[CH:9]=1, predict the reactants needed to synthesize it. The reactants are: [Br:1][C:2]1[CH:3]=[CH:4][C:5]([N:10]2[CH2:15][CH2:14][CH2:13][CH2:12][CH:11]2[CH3:16])=[C:6]([CH:9]=1)[CH:7]=[O:8].[BH4-].[Na+]. (3) Given the product [F:1][C:2]1[CH:3]=[C:4]([CH:5]=[CH:6][C:7]=1[N+:8]([O-:10])=[O:9])[C:11]([OH:13])=[O:12], predict the reactants needed to synthesize it. The reactants are: [F:1][C:2]1[CH:3]=[C:4]([CH3:11])[CH:5]=[CH:6][C:7]=1[N+:8]([O-:10])=[O:9].[OH2:12].[OH2:13].[Cr](O[Cr]([O-])(=O)=O)([O-])(=O)=O.[Na+].[Na+].S(=O)(=O)(O)O.CCCCCC. (4) Given the product [I:12][C:3]1[C:4]([O:14][CH3:13])=[C:5]([N+:8]([O-:10])=[O:9])[CH:6]=[CH:7][C:2]=1[O:17][CH3:16], predict the reactants needed to synthesize it. The reactants are: F[C:2]1[CH:7]=[CH:6][C:5]([N+:8]([O-:10])=[O:9])=[C:4](F)[C:3]=1[I:12].[CH3:13][O-:14].[Na+].[CH3:16][OH:17].